Dataset: Reaction yield outcomes from USPTO patents with 853,638 reactions. Task: Predict the reaction yield, written as a fraction of the theoretical maximum amount of product (1.0 means a 100% yield; for example, 0.34 means a 34% yield). (1) The reactants are [Cl:1][C:2]1[C:10]([F:11])=[C:9]2[C:5]([C:6]([S:26][C:27]3[CH:32]=[CH:31][CH:30]=[C:29]([C:33]([O:35][CH2:36][CH3:37])=[O:34])[C:28]=3[F:38])=[C:7](C3CC3)[N:8]2[C:12]2[CH:13]=N[N:15]([CH2:17][CH2:18]CC(O)=O)[CH:16]=2)=[CH:4][CH:3]=1.C1C(=O)N([Br:46])C(=O)C1. The catalyst is C(Cl)Cl.O. The product is [Br:46][C:7]1[N:8]([C:12]2[CH:16]=[N:15][CH:17]=[CH:18][CH:13]=2)[C:9]2[C:5]([C:6]=1[S:26][C:27]1[C:28]([F:38])=[C:29]([CH:30]=[CH:31][CH:32]=1)[C:33]([O:35][CH2:36][CH3:37])=[O:34])=[CH:4][CH:3]=[C:2]([Cl:1])[C:10]=2[F:11]. The yield is 0.500. (2) The reactants are [C:1]([O:5][C:6]([N:8]1[CH2:13][CH2:12][O:11][C:10]2[CH:14]=[C:15](Br)[CH:16]=[N:17][C:9]1=2)=[O:7])([CH3:4])([CH3:3])[CH3:2].[C:19]([O:23]CC1C=CC=CC=1)(=[O:22])[CH:20]=[CH2:21].CC1C=CC=CC=1P(C1C=CC=CC=1C)C1C=CC=CC=1C.CCN(C(C)C)C(C)C.N#N. The catalyst is C(#N)CC.CC([O-])=O.CC([O-])=O.[Pd+2]. The product is [C:1]([O:5][C:6]([N:8]1[CH2:13][CH2:12][O:11][C:10]2[CH:14]=[C:15](/[CH:21]=[CH:20]/[C:19]([OH:23])=[O:22])[CH:16]=[N:17][C:9]1=2)=[O:7])([CH3:4])([CH3:3])[CH3:2]. The yield is 0.730. (3) The yield is 0.980. The catalyst is [Pd]. The reactants are C(OCC)(=O)C.[N+:7]([C:10]1[CH:20]=[CH:19][CH:18]=[CH:17][C:11]=1[O:12][CH2:13][CH2:14][C:15]#[N:16])([O-])=O.[H][H]. The product is [NH2:7][C:10]1[CH:20]=[CH:19][CH:18]=[CH:17][C:11]=1[O:12][CH2:13][CH2:14][C:15]#[N:16]. (4) The reactants are CC([O-])(C)C.[K+].CC1C=CC(S([CH2:17][N+:18]#[C-])(=O)=O)=CC=1.[CH2:20]([O:27][C:28]1[CH:29]=[C:30]([CH:33]=[CH:34][C:35]=1[O:36][CH3:37])[CH:31]=O)[C:21]1[CH:26]=[CH:25][CH:24]=[CH:23][CH:22]=1.CO. The catalyst is C1COCC1.O. The product is [CH2:20]([O:27][C:28]1[CH:29]=[C:30]([CH2:31][C:17]#[N:18])[CH:33]=[CH:34][C:35]=1[O:36][CH3:37])[C:21]1[CH:26]=[CH:25][CH:24]=[CH:23][CH:22]=1. The yield is 0.480. (5) The product is [C:1]([O:5][C:6]([C:8]1([NH:19][S:20]([C:23]2[S:24][C:25]([C:28]3[CH:33]=[CH:32][C:31]([Cl:34])=[CH:30][CH:29]=3)=[CH:26][CH:27]=2)(=[O:22])=[O:21])[CH2:10][C:9]1([CH2:17][NH:18][CH:36]([CH3:38])[CH3:35])[C:11]1[CH:12]=[CH:13][CH:14]=[CH:15][CH:16]=1)=[O:7])([CH3:4])([CH3:2])[CH3:3]. The catalyst is O1CCCC1.C(O)(=O)C. The reactants are [C:1]([O:5][C:6]([C:8]1([NH:19][S:20]([C:23]2[S:24][C:25]([C:28]3[CH:33]=[CH:32][C:31]([Cl:34])=[CH:30][CH:29]=3)=[CH:26][CH:27]=2)(=[O:22])=[O:21])[CH2:10][C:9]1([CH2:17][NH2:18])[C:11]1[CH:16]=[CH:15][CH:14]=[CH:13][CH:12]=1)=[O:7])([CH3:4])([CH3:3])[CH3:2].[CH3:35][C:36]([CH3:38])=O.C(O[BH-](OC(=O)C)OC(=O)C)(=O)C.[Na+].C(=O)([O-])O.[Na+]. The yield is 0.690. (6) The reactants are [Cl:1][C:2]1[C:3]([CH3:9])=[CH:4][C:5]([NH2:8])=[N:6][CH:7]=1.[C:10](N1C=CC=CC1=O)(N1C=CC=CC1=O)=[S:11]. The catalyst is ClCCl. The product is [Cl:1][C:2]1[C:3]([CH3:9])=[CH:4][C:5]([N:8]=[C:10]=[S:11])=[N:6][CH:7]=1. The yield is 0.850. (7) The reactants are [Cl:1][C:2]1[N:6]2[CH:7]=[C:8]([C:15]3[O:16][CH:17]=[CH:18][CH:19]=3)[CH:9]=[C:10]([C:11]([F:14])([F:13])[F:12])[C:5]2=[N:4][C:3]=1[C:20](O)=[O:21].[O:23]1[CH:27]=[CH:26][CH:25]=[C:24]1[CH2:28][NH2:29].C(N(CC)C(C)C)(C)C.CN(C(ON1N=NC2C=CC=NC1=2)=[N+](C)C)C.F[P-](F)(F)(F)(F)F. The catalyst is CN(C=O)C.CCOC(C)=O. The product is [O:23]1[CH:27]=[CH:26][CH:25]=[C:24]1[CH2:28][NH:29][C:20]([C:3]1[N:4]=[C:5]2[C:10]([C:11]([F:14])([F:13])[F:12])=[CH:9][C:8]([C:15]3[O:16][CH:17]=[CH:18][CH:19]=3)=[CH:7][N:6]2[C:2]=1[Cl:1])=[O:21]. The yield is 0.530.